This data is from Full USPTO retrosynthesis dataset with 1.9M reactions from patents (1976-2016). The task is: Predict the reactants needed to synthesize the given product. (1) Given the product [CH2:31]([O:33][C:28]([C:26]1[CH:25]=[C:24]([CH3:30])[C:22]2[N:23]=[C:19]([C:13]3[C:14](=[O:18])[NH:15][CH:16]=[CH:17][C:12]=3[NH:11][C@H:3]([CH2:2][OH:1])[CH2:4][C:5]3[CH:10]=[CH:9][CH:8]=[CH:7][CH:6]=3)[NH:20][C:21]=2[CH:27]=1)=[NH:29])[CH3:32], predict the reactants needed to synthesize it. The reactants are: [OH:1][CH2:2][C@@H:3]([NH:11][C:12]1[CH:17]=[CH:16][NH:15][C:14](=[O:18])[C:13]=1[C:19]1[NH:20][C:21]2[CH:27]=[C:26]([C:28]#[N:29])[CH:25]=[C:24]([CH3:30])[C:22]=2[N:23]=1)[CH2:4][C:5]1[CH:10]=[CH:9][CH:8]=[CH:7][CH:6]=1.[CH2:31]([OH:33])[CH3:32]. (2) Given the product [CH2:21]([S:28][C:2]1[CH:3]=[CH:4][C:5]([F:11])=[C:6]([C:8](=[O:10])[CH3:9])[CH:7]=1)[C:22]1[CH:27]=[CH:26][CH:25]=[CH:24][CH:23]=1, predict the reactants needed to synthesize it. The reactants are: Br[C:2]1[CH:3]=[CH:4][C:5]([F:11])=[C:6]([C:8](=[O:10])[CH3:9])[CH:7]=1.C(N(CC)C(C)C)(C)C.[CH2:21]([SH:28])[C:22]1[CH:27]=[CH:26][CH:25]=[CH:24][CH:23]=1. (3) Given the product [F:1][C:2]1[CH:3]=[C:4]([CH:30]=[C:31]([F:33])[CH:32]=1)[O:5][CH2:6][CH2:7][CH2:8][O:9][C:10]1[CH:11]=[CH:12][C:13]([CH:16]2[CH2:21][CH2:20][N:19]([C:22]([O:24][C:25]([CH3:28])([CH3:27])[CH3:26])=[O:23])[CH2:18][CH:17]2[O:29][CH2:35][C:36]2[CH:37]=[CH:38][C:39]3[O:44][CH2:43][C:42](=[O:45])[N:41]([CH2:46][CH2:47][CH2:48][O:49][CH3:50])[C:40]=3[CH:51]=2)=[CH:14][CH:15]=1, predict the reactants needed to synthesize it. The reactants are: [F:1][C:2]1[CH:3]=[C:4]([CH:30]=[C:31]([F:33])[CH:32]=1)[O:5][CH2:6][CH2:7][CH2:8][O:9][C:10]1[CH:15]=[CH:14][C:13]([CH:16]2[CH2:21][CH2:20][N:19]([C:22]([O:24][C:25]([CH3:28])([CH3:27])[CH3:26])=[O:23])[CH2:18][CH:17]2[OH:29])=[CH:12][CH:11]=1.Cl[CH2:35][C:36]1[CH:37]=[CH:38][C:39]2[O:44][CH2:43][C:42](=[O:45])[N:41]([CH2:46][CH2:47][CH2:48][O:49][CH3:50])[C:40]=2[CH:51]=1. (4) Given the product [C:1]1([C:10]2[CH:11]=[CH:12][CH:13]=[CH:14][CH:15]=2)[CH:2]=[CH:3][C:4]([CH2:7][CH2:8][NH:9][CH2:20][C:19]2[CH:22]=[CH:23][C:24]([Cl:25])=[C:17]([Cl:16])[CH:18]=2)=[CH:5][CH:6]=1, predict the reactants needed to synthesize it. The reactants are: [C:1]1([C:10]2[CH:15]=[CH:14][CH:13]=[CH:12][CH:11]=2)[CH:6]=[CH:5][C:4]([CH2:7][CH2:8][NH2:9])=[CH:3][CH:2]=1.[Cl:16][C:17]1[CH:18]=[C:19]([CH:22]=[CH:23][C:24]=1[Cl:25])[CH:20]=O.C(O[BH-](OC(=O)C)OC(=O)C)(=O)C.[Na+]. (5) Given the product [N:24]1[CH:25]=[CH:26][CH:27]=[CH:28][C:23]=1[C:21]([NH2:20])=[O:22], predict the reactants needed to synthesize it. The reactants are: BrC1C(C)=CC2C(C)(C)CCC(C)(C)C=2C=1.C([N:20](C(C)C)[C:21]([C:23]1[C:28](C(=O)C)=[CH:27][CH:26]=[CH:25][N:24]=1)=[O:22])(C)C. (6) The reactants are: II.[C:3]([O:7][C:8]([NH:10][C@@H:11]([C:14]([O:16]C)=O)[CH2:12]I)=[O:9])([CH3:6])([CH3:5])[CH3:4].C1(P(C2CCCCC2)C2C=CC=CC=2C2C(C(C)C)=CC(C(C)C)=CC=2C(C)C)CCCCC1.Br[C:53]1[CH:59]=[C:58]([O:60][C:61]2[CH:66]=[CH:65][CH:64]=[C:63]([O:67][CH3:68])[CH:62]=2)[CH:57]=[CH:56][C:54]=1[NH2:55]. Given the product [CH3:68][O:67][C:63]1[CH:62]=[C:61]([CH:66]=[CH:65][CH:64]=1)[O:60][C:58]1[CH:57]=[C:56]2[C:54](=[CH:53][CH:59]=1)[NH:55][C:14](=[O:16])[C@H:11]([NH:10][C:8](=[O:9])[O:7][C:3]([CH3:4])([CH3:5])[CH3:6])[CH2:12]2, predict the reactants needed to synthesize it. (7) Given the product [CH3:12][O:13][C:14]1[CH:21]=[CH:20][C:17]([CH2:18][NH:6][C:5]2[CH:7]=[CH:8][CH:9]=[CH:10][C:4]=2[C:3]([OH:2])=[O:11])=[CH:16][CH:15]=1, predict the reactants needed to synthesize it. The reactants are: C[O:2][C:3](=[O:11])[C:4]1[C:5](=[CH:7][CH:8]=[CH:9][CH:10]=1)[NH2:6].[CH3:12][O:13][C:14]1[CH:21]=[CH:20][C:17]([CH:18]=O)=[CH:16][CH:15]=1. (8) Given the product [CH3:31][O:30][C:27]1[CH:26]=[CH:25][C:24]([CH:17]2[C:16]3[C:21](=[CH:22][C:13]([O:12][CH2:11][CH:8]4[CH2:9][CH2:10][N:5]([CH2:3][C:2]([F:33])([F:1])[F:32])[CH2:6][CH2:7]4)=[CH:14][CH:15]=3)[CH2:20][N:19]([CH3:23])[CH2:18]2)=[CH:29][CH:28]=1, predict the reactants needed to synthesize it. The reactants are: [F:1][C:2]([F:33])([F:32])[C:3]([N:5]1[CH2:10][CH2:9][CH:8]([CH2:11][O:12][C:13]2[CH:22]=[C:21]3[C:16]([CH:17]([C:24]4[CH:29]=[CH:28][C:27]([O:30][CH3:31])=[CH:26][CH:25]=4)[CH2:18][N:19]([CH3:23])[CH2:20]3)=[CH:15][CH:14]=2)[CH2:7][CH2:6]1)=O.[H-].[H-].[H-].[H-].[Li+].[Al+3].[NH4+].[Cl-]. (9) Given the product [F:10][C:3]1[CH:4]=[C:5]([O:8][CH3:9])[CH:6]=[CH:7][C:2]=1[C:21]1[CH:20]=[CH:19][C:14]([C:15]([O:17][CH3:18])=[O:16])=[CH:13][C:12]=1[CH3:11], predict the reactants needed to synthesize it. The reactants are: Br[C:2]1[CH:7]=[CH:6][C:5]([O:8][CH3:9])=[CH:4][C:3]=1[F:10].[CH3:11][C:12]1[CH:13]=[C:14]([CH:19]=[CH:20][C:21]=1B1OC(C)(C)C(C)(C)O1)[C:15]([O:17][CH3:18])=[O:16].C([O-])([O-])=O.[Na+].[Na+].C(Cl)Cl.CCCCCC.